Regression. Given a peptide amino acid sequence and an MHC pseudo amino acid sequence, predict their binding affinity value. This is MHC class II binding data. From a dataset of Peptide-MHC class II binding affinity with 134,281 pairs from IEDB. (1) The peptide sequence is LCLFLLPSLATVAYF. The MHC is DRB5_0101 with pseudo-sequence DRB5_0101. The binding affinity (normalized) is 0.260. (2) The peptide sequence is WFINWYLPISQLFYN. The MHC is DRB1_0404 with pseudo-sequence DRB1_0404. The binding affinity (normalized) is 0.347. (3) The peptide sequence is SIVACAKFTCAKSMS. The MHC is DRB1_0801 with pseudo-sequence DRB1_0801. The binding affinity (normalized) is 0.335. (4) The peptide sequence is KHYCAPAGFAILKCN. The MHC is DRB1_0101 with pseudo-sequence DRB1_0101. The binding affinity (normalized) is 0.574.